Dataset: Reaction yield outcomes from USPTO patents with 853,638 reactions. Task: Predict the reaction yield, written as a fraction of the theoretical maximum amount of product (1.0 means a 100% yield; for example, 0.34 means a 34% yield). The reactants are [OH-].[K+].[C:3]([C:7]1[CH:8]=[C:9]([C:18]2[N:19]=[C:20]([CH2:23][NH:24]C(=O)OCC3C=CC=CC=3)[S:21][CH:22]=2)[CH:10]=[C:11]([C:14]([CH3:17])([CH3:16])[CH3:15])[C:12]=1[OH:13])([CH3:6])([CH3:5])[CH3:4]. The catalyst is CO. The product is [NH2:24][CH2:23][C:20]1[S:21][CH:22]=[C:18]([C:9]2[CH:10]=[C:11]([C:14]([CH3:15])([CH3:16])[CH3:17])[C:12]([OH:13])=[C:7]([C:3]([CH3:6])([CH3:5])[CH3:4])[CH:8]=2)[N:19]=1. The yield is 0.760.